From a dataset of Reaction yield outcomes from USPTO patents with 853,638 reactions. Predict the reaction yield, written as a fraction of the theoretical maximum amount of product (1.0 means a 100% yield; for example, 0.34 means a 34% yield). The reactants are [CH2:1]([C:3]1[N:12]([CH3:13])[C:11](=[O:14])[C:10]2[C:5](=[CH:6][CH:7]=[C:8]([S:15]([CH3:18])(=[O:17])=[O:16])[CH:9]=2)[N:4]=1)[CH3:2].[Br:19]Br.O. The catalyst is C(O)(=O)C. The product is [Br:19][CH:1]([C:3]1[N:12]([CH3:13])[C:11](=[O:14])[C:10]2[C:5](=[CH:6][CH:7]=[C:8]([S:15]([CH3:18])(=[O:16])=[O:17])[CH:9]=2)[N:4]=1)[CH3:2]. The yield is 0.872.